From a dataset of Full USPTO retrosynthesis dataset with 1.9M reactions from patents (1976-2016). Predict the reactants needed to synthesize the given product. (1) Given the product [CH:14]([N:7]1[C:6]([C:2]2[S:1][CH:5]=[CH:4][CH:3]=2)=[CH:10][CH:9]=[N:8]1)([CH2:16][CH3:17])[CH3:15], predict the reactants needed to synthesize it. The reactants are: [S:1]1[CH:5]=[CH:4][CH:3]=[C:2]1[C:6]1[CH:10]=[CH:9][NH:8][N:7]=1.[H-].[Na+].I[CH:14]([CH2:16][CH3:17])[CH3:15].C(N1C=CC(C2SC=CC=2)=N1)(CC)C. (2) The reactants are: [Br:1]Br.[C:3]([O:7][C:8](=[O:30])[CH2:9][N:10]1[C:15](=[O:16])[CH2:14][CH:13]([C:17]2[CH:22]=[C:21]([Cl:23])[CH:20]=[CH:19][C:18]=2[Cl:24])[C:12]([C:25]([O:27][CH3:28])=[O:26])=[C:11]1[CH3:29])([CH3:6])([CH3:5])[CH3:4]. Given the product [Br:1][CH2:29][C:11]1[N:10]([CH2:9][C:8]([O:7][C:3]([CH3:6])([CH3:5])[CH3:4])=[O:30])[C:15](=[O:16])[CH2:14][CH:13]([C:17]2[CH:22]=[C:21]([Cl:23])[CH:20]=[CH:19][C:18]=2[Cl:24])[C:12]=1[C:25]([O:27][CH3:28])=[O:26], predict the reactants needed to synthesize it. (3) Given the product [OH:1][C@@H:2]([C@@H:18]([NH:26][C:27](=[O:45])[C:28]1[CH:33]=[CH:32][CH:31]=[C:30]([C:34](=[O:44])[N:35]([CH3:43])[CH2:36][C:37]2[S:38][CH:39]=[C:40]([CH3:42])[N:41]=2)[CH:29]=1)[CH2:19][C:20]1[CH:21]=[CH:22][CH:23]=[CH:24][CH:25]=1)[CH2:3][NH:4][CH2:5][C:6]1[CH:7]=[C:8]([CH:13]=[C:14]([O:16][CH3:17])[CH:15]=1)[C:9]([OH:11])=[O:10], predict the reactants needed to synthesize it. The reactants are: [OH:1][C@@H:2]([C@@H:18]([NH:26][C:27](=[O:45])[C:28]1[CH:33]=[CH:32][CH:31]=[C:30]([C:34](=[O:44])[N:35]([CH3:43])[CH2:36][C:37]2[S:38][CH:39]=[C:40]([CH3:42])[N:41]=2)[CH:29]=1)[CH2:19][C:20]1[CH:25]=[CH:24][CH:23]=[CH:22][CH:21]=1)[CH2:3][NH:4][CH2:5][C:6]1[CH:7]=[C:8]([CH:13]=[C:14]([O:16][CH3:17])[CH:15]=1)[C:9]([O:11]C)=[O:10].[OH-].[Na+]. (4) Given the product [CH2:41]([NH:48][C:49](=[O:50])[N:9]([C:10]1[N:15]=[C:14]([C:16]2[CH:17]=[CH:18][C:19]([CH:22]=[CH:23][C:24]([O:26][CH2:27][CH3:28])=[O:25])=[CH:20][CH:21]=2)[CH:13]=[CH:12][CH:11]=1)[CH3:8])[CH2:42][CH2:43][CH2:44][CH2:45][CH2:46][CH3:47], predict the reactants needed to synthesize it. The reactants are: C(OC([CH2:8][NH:9][C:10]1[N:15]=[C:14]([C:16]2[CH:21]=[CH:20][C:19]([CH:22]=[CH:23][C:24]([O:26][CH2:27][CH3:28])=[O:25])=[CH:18][CH:17]=2)[CH:13]=[CH:12][CH:11]=1)=O)(C)(C)C.FC(F)(F)C(O)=O.C(=O)([O-])O.[Na+].[CH2:41]([N:48]=[C:49]=[O:50])[CH2:42][CH2:43][CH2:44][CH2:45][CH2:46][CH3:47].CN(C1C=CC=CN=1)C.